This data is from Forward reaction prediction with 1.9M reactions from USPTO patents (1976-2016). The task is: Predict the product of the given reaction. (1) Given the reactants [F:1][C:2]1[C:9]([F:10])=[CH:8][CH:7]=[C:6]([OH:11])[C:3]=1[CH:4]=[O:5].C(=O)([O-])[O-].[K+].[K+].[C:18]([O:21][CH2:22][CH2:23]Br)(=[O:20])[CH3:19].[I-].[Na+], predict the reaction product. The product is: [C:18]([O:21][CH2:22][CH2:23][O:11][C:6]1[C:3]([CH:4]=[O:5])=[C:2]([F:1])[C:9]([F:10])=[CH:8][CH:7]=1)(=[O:20])[CH3:19]. (2) Given the reactants [NH2:1][C:2]1[N:10]=[CH:9][N:8]=[C:7]2[C:3]=1[N:4]=[CH:5][N:6]2[C:11]1[C@@H:15]2[O:16]C(C)(C)[O:18][C@@H:14]2[C@@H:13]([CH2:21][OH:22])[CH:12]=1.Cl, predict the reaction product. The product is: [NH2:1][C:2]1[N:10]=[CH:9][N:8]=[C:7]2[C:3]=1[N:4]=[CH:5][N:6]2[C:11]1[C@H:15]([OH:16])[C@H:14]([OH:18])[C@@H:13]([CH2:21][OH:22])[CH:12]=1.